From a dataset of Catalyst prediction with 721,799 reactions and 888 catalyst types from USPTO. Predict which catalyst facilitates the given reaction. (1) Reactant: [CH3:1][O:2][C:3]1[CH:4]=[C:5]([C:9]2[C:17]3[C:12](=[CH:13][CH:14]=[CH:15][CH:16]=3)[CH2:11][CH:10]=2)[CH:6]=[CH:7][CH:8]=1.[Li]N([Si](C)(C)C)[Si](C)(C)C.Br[CH2:29][C:30]([O:32][CH2:33][CH3:34])=[O:31]. Product: [CH3:1][O:2][C:3]1[CH:4]=[C:5]([C:9]2[C:17]3[C:12](=[CH:13][CH:14]=[CH:15][CH:16]=3)[CH:11]([CH2:29][C:30]([O:32][CH2:33][CH3:34])=[O:31])[CH:10]=2)[CH:6]=[CH:7][CH:8]=1. The catalyst class is: 1. (2) Reactant: N1C=CC=CC=1.CCOC(C)=O.Cl[C:14]1([CH3:46])[CH2:17][CH:16]([C:18]2[N:27]=[C:26]([N:28]3[CH2:33][CH2:32][N:31]([C:34]4[CH:39]=[CH:38][CH:37]=[CH:36][C:35]=4[O:40][CH3:41])[CH2:30][CH2:29]3)[C:25]3[C:20](=[CH:21][C:22]([O:44][CH3:45])=[C:23]([O:42][CH3:43])[CH:24]=3)[N:19]=2)[CH2:15]1. Product: [CH3:43][O:42][C:23]1[CH:24]=[C:25]2[C:20](=[CH:21][C:22]=1[O:44][CH3:45])[N:19]=[C:18]([CH:16]1[CH2:15][CH:14]([CH3:46])[CH2:17]1)[N:27]=[C:26]2[N:28]1[CH2:33][CH2:32][N:31]([C:34]2[CH:39]=[CH:38][CH:37]=[CH:36][C:35]=2[O:40][CH3:41])[CH2:30][CH2:29]1. The catalyst class is: 386. (3) The catalyst class is: 7. Reactant: [Br:1][C:2]1[CH:3]=[C:4](I)[C:5]2[O:14][C:13]3[CH2:12][CH2:11][N:10]([C:15]([O:17][C:18]([CH3:21])([CH3:20])[CH3:19])=[O:16])[CH2:9][C:8]=3[C:6]=2[CH:7]=1.C([Mg]Cl)(C)C.[C:28](=[O:30])=[O:29]. Product: [Br:1][C:2]1[CH:3]=[C:4]([C:28]([OH:30])=[O:29])[C:5]2[O:14][C:13]3[CH2:12][CH2:11][N:10]([C:15]([O:17][C:18]([CH3:21])([CH3:20])[CH3:19])=[O:16])[CH2:9][C:8]=3[C:6]=2[CH:7]=1. (4) Reactant: [OH:1][CH2:2][C:3]([F:9])([F:8])[S:4]([OH:7])(=[O:6])=[O:5].[Na].O.[Cl-].[C:13]1([S+:19]([C:26]2[CH:31]=[CH:30][CH:29]=[CH:28][CH:27]=2)[C:20]2[CH:25]=[CH:24][CH:23]=[CH:22][CH:21]=2)[CH:18]=[CH:17][CH:16]=[CH:15][CH:14]=1. Product: [OH:1][CH2:2][C:3]([F:9])([F:8])[S:4]([O-:7])(=[O:6])=[O:5].[C:26]1([S+:19]([C:13]2[CH:14]=[CH:15][CH:16]=[CH:17][CH:18]=2)[C:20]2[CH:25]=[CH:24][CH:23]=[CH:22][CH:21]=2)[CH:27]=[CH:28][CH:29]=[CH:30][CH:31]=1. The catalyst class is: 22. (5) Reactant: [C:1]([O:5][C:6](=[O:18])[NH:7][C@@H:8]1[C:16]2[C:11](=[CH:12][CH:13]=[CH:14][CH:15]=2)[CH2:10][C@@H:9]1[OH:17])([CH3:4])([CH3:3])[CH3:2].[O-2].[Ba+2].[OH-].[Ba+2].[OH-].I[CH3:25]. Product: [C:1]([O:5][C:6](=[O:18])[NH:7][C@@H:8]1[C:16]2[C:11](=[CH:12][CH:13]=[CH:14][CH:15]=2)[CH2:10][C@@H:9]1[O:17][CH3:25])([CH3:4])([CH3:2])[CH3:3]. The catalyst class is: 3.